The task is: Regression. Given two drug SMILES strings and cell line genomic features, predict the synergy score measuring deviation from expected non-interaction effect.. This data is from NCI-60 drug combinations with 297,098 pairs across 59 cell lines. (1) Drug 1: C1CC(C1)(C(=O)O)C(=O)O.[NH2-].[NH2-].[Pt+2]. Drug 2: C1C(C(OC1N2C=NC3=C2NC=NCC3O)CO)O. Cell line: UO-31. Synergy scores: CSS=-1.24, Synergy_ZIP=1.54, Synergy_Bliss=2.43, Synergy_Loewe=-1.61, Synergy_HSA=-1.31. (2) Drug 1: C1=C(C(=O)NC(=O)N1)F. Drug 2: CCCCC(=O)OCC(=O)C1(CC(C2=C(C1)C(=C3C(=C2O)C(=O)C4=C(C3=O)C=CC=C4OC)O)OC5CC(C(C(O5)C)O)NC(=O)C(F)(F)F)O. Cell line: EKVX. Synergy scores: CSS=26.6, Synergy_ZIP=-4.98, Synergy_Bliss=-3.08, Synergy_Loewe=0.143, Synergy_HSA=-0.242. (3) Drug 1: CNC(=O)C1=NC=CC(=C1)OC2=CC=C(C=C2)NC(=O)NC3=CC(=C(C=C3)Cl)C(F)(F)F. Drug 2: CC1C(C(CC(O1)OC2CC(CC3=C2C(=C4C(=C3O)C(=O)C5=C(C4=O)C(=CC=C5)OC)O)(C(=O)CO)O)N)O.Cl. Cell line: OVCAR-8. Synergy scores: CSS=34.8, Synergy_ZIP=-2.11, Synergy_Bliss=-0.722, Synergy_Loewe=-18.3, Synergy_HSA=-0.298. (4) Drug 1: C1=CN(C(=O)N=C1N)C2C(C(C(O2)CO)O)O.Cl. Drug 2: CC1CCCC2(C(O2)CC(NC(=O)CC(C(C(=O)C(C1O)C)(C)C)O)C(=CC3=CSC(=N3)C)C)C. Cell line: COLO 205. Synergy scores: CSS=65.5, Synergy_ZIP=-3.79, Synergy_Bliss=-9.44, Synergy_Loewe=-12.5, Synergy_HSA=-6.02. (5) Drug 1: CC12CCC3C(C1CCC2O)C(CC4=C3C=CC(=C4)O)CCCCCCCCCS(=O)CCCC(C(F)(F)F)(F)F. Drug 2: CC(C)(C#N)C1=CC(=CC(=C1)CN2C=NC=N2)C(C)(C)C#N. Cell line: SR. Synergy scores: CSS=-0.0305, Synergy_ZIP=6.33, Synergy_Bliss=3.18, Synergy_Loewe=-5.72, Synergy_HSA=-3.71. (6) Cell line: SNB-19. Drug 2: C1=CC=C(C=C1)NC(=O)CCCCCCC(=O)NO. Synergy scores: CSS=54.2, Synergy_ZIP=-3.28, Synergy_Bliss=-3.97, Synergy_Loewe=-10.6, Synergy_HSA=-2.99. Drug 1: CC=C1C(=O)NC(C(=O)OC2CC(=O)NC(C(=O)NC(CSSCCC=C2)C(=O)N1)C(C)C)C(C)C. (7) Drug 1: CC1=C(C(CCC1)(C)C)C=CC(=CC=CC(=CC(=O)O)C)C. Drug 2: C1CN(CCN1C(=O)CCBr)C(=O)CCBr. Cell line: SF-539. Synergy scores: CSS=27.6, Synergy_ZIP=-1.85, Synergy_Bliss=5.69, Synergy_Loewe=1.14, Synergy_HSA=5.81.